From a dataset of Forward reaction prediction with 1.9M reactions from USPTO patents (1976-2016). Predict the product of the given reaction. (1) The product is: [CH2:1]([O:8][CH2:9][C:10]1[CH:15]=[C:14]([CH3:16])[N:13]=[C:12]([O:17][C@@H:18]([C:23]([O:36][CH3:37])([C:24]2[CH:25]=[CH:26][CH:27]=[CH:28][CH:29]=2)[C:30]2[CH:35]=[CH:34][CH:33]=[CH:32][CH:31]=2)[C:19]([OH:21])=[O:20])[N:11]=1)[C:2]1[CH:7]=[CH:6][CH:5]=[CH:4][CH:3]=1. Given the reactants [CH2:1]([O:8][CH2:9][C:10]1[CH:15]=[C:14]([CH3:16])[N:13]=[C:12]([O:17][C@@H:18]([C:23]([O:36][CH3:37])([C:30]2[CH:35]=[CH:34][CH:33]=[CH:32][CH:31]=2)[C:24]2[CH:29]=[CH:28][CH:27]=[CH:26][CH:25]=2)[C:19]([O:21]C)=[O:20])[N:11]=1)[C:2]1[CH:7]=[CH:6][CH:5]=[CH:4][CH:3]=1.[OH-].[K+], predict the reaction product. (2) Given the reactants [CH:1]1([O:6][C:7]([NH:9][C@@H:10]([CH2:14][CH2:15][CH2:16][CH2:17][CH2:18][CH:19]=[CH2:20])[C:11]([OH:13])=[O:12])=[O:8])[CH2:5][CH2:4][CH2:3][CH2:2]1.I[CH3:22], predict the reaction product. The product is: [CH3:22][O:12][C:11](=[O:13])[C@@H:10]([NH:9][C:7]([O:6][CH:1]1[CH2:2][CH2:3][CH2:4][CH2:5]1)=[O:8])[CH2:14][CH2:15][CH2:16][CH2:17][CH2:18][CH:19]=[CH2:20]. (3) Given the reactants [C:1](=[O:4])([O-])[O-].[K+].[K+].CI.[Cl:9][C:10]1[N:15]=[C:14]2[NH:16][C:17](=O)[N:18]([C:21]3[C:26]([Cl:27])=[CH:25][CH:24]=[CH:23][C:22]=3[Cl:28])[C:19](=[NH:20])[C:13]2=[CH:12][N:11]=1.Cl, predict the reaction product. The product is: [Cl:9][C:10]1[N:15]=[C:14]2[N:16]([CH3:17])[C:1](=[O:4])[N:18]([C:21]3[C:22]([Cl:28])=[CH:23][CH:24]=[CH:25][C:26]=3[Cl:27])[C:19](=[NH:20])[C:13]2=[CH:12][N:11]=1. (4) Given the reactants [CH3:1][CH:2]([CH2:5][CH2:6][CH2:7][CH2:8][CH2:9][CH2:10][CH2:11][CH2:12][CH3:13])[CH:3]=[O:4].[CH2:14]([OH:26])[CH2:15][O:16][CH2:17][CH2:18][O:19][CH2:20][CH2:21][O:22][CH2:23][CH2:24][OH:25], predict the reaction product. The product is: [CH3:1][CH:2]([CH2:5][CH2:6][CH2:7][CH2:8][CH2:9][CH2:10][CH2:11][CH2:12][CH3:13])[CH:3]=[O:4].[CH2:24]([OH:25])[CH2:23][O:22][CH2:21][CH2:20][O:19][CH2:18][CH2:17][O:16][CH2:15][CH2:14][OH:26]. (5) Given the reactants [C:12]([O:11][C:9](O[C:9]([O:11][C:12]([CH3:15])([CH3:14])[CH3:13])=[O:10])=[O:10])([CH3:15])([CH3:14])[CH3:13].[NH:16]1[C:24]2[C:19](=[CH:20][CH:21]=[CH:22][CH:23]=2)[C:18]([CH:25]=[O:26])=[CH:17]1.C1COCC1.[Cl-].[NH4+], predict the reaction product. The product is: [C:12]([O:11][C:9]([N:16]1[C:24]2[C:19](=[CH:20][CH:21]=[CH:22][CH:23]=2)[C:18]([CH:25]=[O:26])=[CH:17]1)=[O:10])([CH3:13])([CH3:14])[CH3:15]. (6) Given the reactants [NH2:1][C:2]1[CH:7]=[CH:6][C:5]([C:8]2[CH2:12][CH2:11][N:10]([C:13](=[O:25])[CH2:14][C:15]3[CH:20]=[CH:19][C:18]([O:21][CH3:22])=[C:17]([O:23][CH3:24])[CH:16]=3)[N:9]=2)=[CH:4][CH:3]=1.[CH2:26]([S:28](Cl)(=[O:30])=[O:29])[CH3:27], predict the reaction product. The product is: [CH3:24][O:23][C:17]1[CH:16]=[C:15]([CH2:14][C:13]([N:10]2[CH2:11][CH2:12][C:8]([C:5]3[CH:4]=[CH:3][C:2]([NH:1][S:28]([CH2:26][CH3:27])(=[O:30])=[O:29])=[CH:7][CH:6]=3)=[N:9]2)=[O:25])[CH:20]=[CH:19][C:18]=1[O:21][CH3:22]. (7) Given the reactants [CH2:1]([C:3]1[CH:9]=[C:8]([OH:10])[CH:7]=[CH:6][C:4]=1[OH:5])[CH3:2].[C:11]12([C:21](Cl)=[O:22])[CH2:20][CH:15]3[CH2:16][CH:17]([CH2:19][CH:13]([CH2:14]3)[CH2:12]1)[CH2:18]2.N1C=CC=CC=1, predict the reaction product. The product is: [C:11]12([C:21]([O:10][C:8]3[CH:7]=[CH:6][C:4]([OH:5])=[C:3]([CH2:1][CH3:2])[CH:9]=3)=[O:22])[CH2:18][CH:17]3[CH2:16][CH:15]([CH2:14][CH:13]([CH2:19]3)[CH2:12]1)[CH2:20]2.